Dataset: NCI-60 drug combinations with 297,098 pairs across 59 cell lines. Task: Regression. Given two drug SMILES strings and cell line genomic features, predict the synergy score measuring deviation from expected non-interaction effect. (1) Drug 1: CCC1(CC2CC(C3=C(CCN(C2)C1)C4=CC=CC=C4N3)(C5=C(C=C6C(=C5)C78CCN9C7C(C=CC9)(C(C(C8N6C)(C(=O)OC)O)OC(=O)C)CC)OC)C(=O)OC)O.OS(=O)(=O)O. Drug 2: C1=CN(C=N1)CC(O)(P(=O)(O)O)P(=O)(O)O. Cell line: MDA-MB-231. Synergy scores: CSS=3.48, Synergy_ZIP=0.762, Synergy_Bliss=2.08, Synergy_Loewe=0.407, Synergy_HSA=-0.00444. (2) Drug 1: CCCCC(=O)OCC(=O)C1(CC(C2=C(C1)C(=C3C(=C2O)C(=O)C4=C(C3=O)C=CC=C4OC)O)OC5CC(C(C(O5)C)O)NC(=O)C(F)(F)F)O. Drug 2: CC1CCCC2(C(O2)CC(NC(=O)CC(C(C(=O)C(C1O)C)(C)C)O)C(=CC3=CSC(=N3)C)C)C. Cell line: HCC-2998. Synergy scores: CSS=78.5, Synergy_ZIP=4.19, Synergy_Bliss=3.24, Synergy_Loewe=2.39, Synergy_HSA=6.93. (3) Drug 1: C1C(C(OC1N2C=C(C(=O)NC2=O)F)CO)O. Drug 2: CC1=C(C(=O)C2=C(C1=O)N3CC4C(C3(C2COC(=O)N)OC)N4)N. Cell line: OVCAR-5. Synergy scores: CSS=37.3, Synergy_ZIP=-4.36, Synergy_Bliss=-1.88, Synergy_Loewe=3.05, Synergy_HSA=4.51. (4) Drug 1: C1C(C(OC1N2C=C(C(=O)NC2=O)F)CO)O. Drug 2: CCC1=C2CN3C(=CC4=C(C3=O)COC(=O)C4(CC)O)C2=NC5=C1C=C(C=C5)O. Cell line: OVCAR-4. Synergy scores: CSS=9.79, Synergy_ZIP=-2.50, Synergy_Bliss=2.39, Synergy_Loewe=-0.288, Synergy_HSA=-0.00383. (5) Drug 1: CC1=C2C(C(=O)C3(C(CC4C(C3C(C(C2(C)C)(CC1OC(=O)C(C(C5=CC=CC=C5)NC(=O)OC(C)(C)C)O)O)OC(=O)C6=CC=CC=C6)(CO4)OC(=O)C)OC)C)OC. Drug 2: C(=O)(N)NO. Cell line: SK-MEL-5. Synergy scores: CSS=41.5, Synergy_ZIP=3.91, Synergy_Bliss=4.15, Synergy_Loewe=-10.8, Synergy_HSA=2.89. (6) Drug 1: CC(C)(C#N)C1=CC(=CC(=C1)CN2C=NC=N2)C(C)(C)C#N. Drug 2: C1CC(=O)NC(=O)C1N2C(=O)C3=CC=CC=C3C2=O. Cell line: OVCAR-5. Synergy scores: CSS=-2.36, Synergy_ZIP=1.22, Synergy_Bliss=-1.55, Synergy_Loewe=-4.57, Synergy_HSA=-4.93. (7) Drug 1: COC1=C(C=C2C(=C1)N=CN=C2NC3=CC(=C(C=C3)F)Cl)OCCCN4CCOCC4. Drug 2: CC12CCC3C(C1CCC2=O)CC(=C)C4=CC(=O)C=CC34C. Cell line: SNB-19. Synergy scores: CSS=16.1, Synergy_ZIP=-2.66, Synergy_Bliss=-1.08, Synergy_Loewe=0.340, Synergy_HSA=0.988.